From a dataset of Catalyst prediction with 721,799 reactions and 888 catalyst types from USPTO. Predict which catalyst facilitates the given reaction. (1) Product: [CH3:13][O:7][C:6](=[O:8])[C:5]1[CH:9]=[CH:10][C:2]([Br:1])=[CH:3][C:4]=1[CH3:11]. Reactant: [Br:1][C:2]1[CH:10]=[CH:9][C:5]([C:6]([OH:8])=[O:7])=[C:4]([CH3:11])[CH:3]=1.Cl.[CH3:13]O. The catalyst class is: 27. (2) The catalyst class is: 21. Reactant: Br[CH2:2][C:3]1[CH:8]=[CH:7][CH:6]=[CH:5][CH:4]=1.[Br:9][C:10]1[CH:11]=[C:12]([OH:16])[CH:13]=[CH:14][CH:15]=1.C(=O)([O-])[O-].[K+].[K+]. Product: [CH2:2]([O:16][C:12]1[CH:13]=[CH:14][CH:15]=[C:10]([Br:9])[CH:11]=1)[C:3]1[CH:8]=[CH:7][CH:6]=[CH:5][CH:4]=1.